This data is from Reaction yield outcomes from USPTO patents with 853,638 reactions. The task is: Predict the reaction yield, written as a fraction of the theoretical maximum amount of product (1.0 means a 100% yield; for example, 0.34 means a 34% yield). (1) The reactants are [C:1]([C:5]1[CH:10]=[CH:9][CH:8]=[CH:7][C:6]=1[NH2:11])([CH3:4])([CH3:3])[CH3:2].[N+:12]([O-])([O-:14])=[O:13].[K+]. The catalyst is S(=O)(=O)(O)O. The product is [C:1]([C:5]1[CH:10]=[CH:9][C:8]([N+:12]([O-:14])=[O:13])=[CH:7][C:6]=1[NH2:11])([CH3:4])([CH3:2])[CH3:3]. The yield is 0.640. (2) The reactants are [Cl:1][C:2]1[C:7]([Cl:8])=[CH:6][CH:5]=[CH:4][C:3]=1[N:9]1[C:13]([NH:14][CH2:15][C:16]2[CH:21]=[CH:20][N:19]=[C:18](F)[CH:17]=2)=[N:12][N:11]=[N:10]1.[NH:23]1[CH2:27][CH2:26][CH2:25][CH2:24]1. The catalyst is O1CCCC1. The product is [Cl:1][C:2]1[C:7]([Cl:8])=[CH:6][CH:5]=[CH:4][C:3]=1[N:9]1[C:13]([NH:14][CH2:15][C:16]2[CH:21]=[CH:20][N:19]=[C:18]([N:23]3[CH2:27][CH2:26][CH2:25][CH2:24]3)[CH:17]=2)=[N:12][N:11]=[N:10]1. The yield is 0.140. (3) The reactants are [OH-:1].[Na+].BrBr.[C:5]([C@H:8]1[C@@H:12]2[C@@H:13]3[C@@:26]([CH3:29])([CH2:27][CH2:28][C@@:11]2([C:35]([O:37][CH2:38][C:39]2[CH:44]=[CH:43][CH:42]=[CH:41][CH:40]=2)=[O:36])[CH2:10][CH2:9]1)[C@@:25]1([CH3:30])[C@@H:16]([C@:17]2([CH3:34])[C@@H:22]([CH2:23][CH2:24]1)[C:21]([CH3:32])([CH3:31])[C@@H:20]([OH:33])[CH2:19][CH2:18]2)[CH2:15][CH2:14]3)(=[O:7])C.Cl. The catalyst is O.O1CCOCC1. The product is [CH2:38]([O:37][C:35]([C@:11]12[CH2:10][CH2:9][C@@H:8]([C:5]([OH:7])=[O:1])[C@@H:12]1[C@@H:13]1[C@@:26]([CH3:29])([CH2:27][CH2:28]2)[C@@:25]2([CH3:30])[C@@H:16]([C@:17]3([CH3:34])[C@@H:22]([CH2:23][CH2:24]2)[C:21]([CH3:32])([CH3:31])[C@@H:20]([OH:33])[CH2:19][CH2:18]3)[CH2:15][CH2:14]1)=[O:36])[C:39]1[CH:44]=[CH:43][CH:42]=[CH:41][CH:40]=1. The yield is 0.910.